From a dataset of Peptide-MHC class II binding affinity with 134,281 pairs from IEDB. Regression. Given a peptide amino acid sequence and an MHC pseudo amino acid sequence, predict their binding affinity value. This is MHC class II binding data. (1) The peptide sequence is ADLGYGPATPAAPAA. The MHC is HLA-DQA10102-DQB10602 with pseudo-sequence HLA-DQA10102-DQB10602. The binding affinity (normalized) is 0.149. (2) The peptide sequence is SVLLVVALFAVFLGS. The MHC is HLA-DQA10501-DQB10301 with pseudo-sequence HLA-DQA10501-DQB10301. The binding affinity (normalized) is 0.0381. (3) The peptide sequence is KGNFQRLAITKGKVD. The MHC is DRB4_0101 with pseudo-sequence DRB4_0103. The binding affinity (normalized) is 0.629. (4) The peptide sequence is VKLEGRVIDLGCGRG. The MHC is HLA-DQA10201-DQB10402 with pseudo-sequence HLA-DQA10201-DQB10402. The binding affinity (normalized) is 0. (5) The peptide sequence is AAAAGWQTLSAALDA. The MHC is DRB1_0901 with pseudo-sequence DRB1_0901. The binding affinity (normalized) is 0.548. (6) The peptide sequence is HAPAAPANPGLI. The MHC is HLA-DQA10301-DQB10302 with pseudo-sequence HLA-DQA10301-DQB10302. The binding affinity (normalized) is 0.349.